From a dataset of Reaction yield outcomes from USPTO patents with 853,638 reactions. Predict the reaction yield, written as a fraction of the theoretical maximum amount of product (1.0 means a 100% yield; for example, 0.34 means a 34% yield). (1) The reactants are C(NC(C)C)(C)C.C([Li])CCC.[Li+].CC([N-]C(C)C)C.[CH2:21]([N:23]([CH2:34][CH3:35])[C:24](=[O:33])[C:25]1[CH:30]=[C:29]([F:31])[CH:28]=[CH:27][C:26]=1[CH3:32])[CH3:22].[CH2:36]([O:43][C:44]1[CH:55]=[CH:54][C:47]([C:48](N(OC)C)=[O:49])=[CH:46][CH:45]=1)[C:37]1[CH:42]=[CH:41][CH:40]=[CH:39][CH:38]=1.C(N)(=O)C1C=CC=CC=1. The catalyst is C1COCC1.CCCCCC.CCOCC. The product is [CH2:36]([O:43][C:44]1[CH:45]=[CH:46][C:47]([C:48](=[O:49])[CH2:32][C:26]2[CH:27]=[CH:28][C:29]([F:31])=[CH:30][C:25]=2[C:24]([N:23]([CH2:21][CH3:22])[CH2:34][CH3:35])=[O:33])=[CH:54][CH:55]=1)[C:37]1[CH:38]=[CH:39][CH:40]=[CH:41][CH:42]=1. The yield is 0.680. (2) The reactants are [OH-].[Na+].[Cl:3][C:4]1[C:9]2[NH:10][C:11]([CH3:13])=[N:12][C:8]=2[CH:7]=[C:6]([C:14]([O:16]C)=[O:15])[CH:5]=1. The catalyst is CO. The product is [Cl:3][C:4]1[C:9]2[NH:10][C:11]([CH3:13])=[N:12][C:8]=2[CH:7]=[C:6]([C:14]([OH:16])=[O:15])[CH:5]=1. The yield is 0.720. (3) The yield is 0.170. The product is [CH3:21][O:22][C:23]1[CH:24]=[C:25]2[C:30](=[CH:31][C:32]=1[O:33][CH3:34])[N:29]=[CH:28][N:27]=[C:26]2[S:35][C:36]1[CH:37]=[C:38]([NH:39][C:8]([NH:7][C:6]2[N:2]([CH3:1])[N:3]=[C:4]([C:17]([F:18])([F:19])[F:20])[CH:5]=2)=[O:16])[CH:40]=[CH:41][CH:42]=1. The reactants are [CH3:1][N:2]1[C:6]([NH:7][C:8](=[O:16])OC2C=CC=CC=2)=[CH:5][C:4]([C:17]([F:20])([F:19])[F:18])=[N:3]1.[CH3:21][O:22][C:23]1[CH:24]=[C:25]2[C:30](=[CH:31][C:32]=1[O:33][CH3:34])[N:29]=[CH:28][N:27]=[C:26]2[S:35][C:36]1[CH:37]=[C:38]([CH:40]=[CH:41][CH:42]=1)[NH2:39].C(N(CC)C(C)C)(C)C. The catalyst is C1COCC1. (4) The catalyst is CC(C)=O.[O-2].[O-2].[Mn+4]. The yield is 0.510. The reactants are [C:1]([C:5]1[N:9]=[CH:8][NH:7][C:6]=1[CH2:10][OH:11])([CH3:4])([CH3:3])[CH3:2]. The product is [C:1]([C:5]1[N:9]=[CH:8][NH:7][C:6]=1[CH:10]=[O:11])([CH3:4])([CH3:2])[CH3:3]. (5) The reactants are [N+:1]([C:4]1[CH:9]=[CH:8][C:7]([C:10]2([C:15]#[N:16])[CH2:14][CH2:13][CH2:12][CH2:11]2)=[CH:6][CH:5]=1)([O-:3])=[O:2].[OH-:17].[Na+]. The catalyst is CCO.O. The product is [N+:1]([C:4]1[CH:5]=[CH:6][C:7]([C:10]2([C:15]([NH2:16])=[O:17])[CH2:14][CH2:13][CH2:12][CH2:11]2)=[CH:8][CH:9]=1)([O-:3])=[O:2]. The yield is 0.200. (6) The reactants are Br[C:2]1[CH:11]=[C:10]2[C:5]([C:6](=[O:12])[CH2:7][CH2:8][O:9]2)=[CH:4][CH:3]=1.C(N(CC)CC)C.[CH:20]1([C:23]#[CH:24])[CH2:22][CH2:21]1.O. The catalyst is CN(C=O)C.[Cu]I. The product is [CH:20]1([C:23]#[C:24][C:2]2[CH:3]=[CH:4][C:5]3[C:6](=[O:12])[CH2:7][CH2:8][O:9][C:10]=3[CH:11]=2)[CH2:22][CH2:21]1. The yield is 0.880. (7) The reactants are [Si:1]([O:8][CH2:9][C:10]#[C:11][C:12](=O)[CH3:13])([C:4]([CH3:7])([CH3:6])[CH3:5])([CH3:3])[CH3:2].[C:15]([CH2:17][C:18]([NH2:20])=[O:19])#[N:16].N1(CC([O-])=O)CCCCC1. The catalyst is C(O)C.O. The product is [Si:1]([O:8][CH2:9][C:10]1[CH:11]=[C:12]([CH3:13])[NH:20][C:18](=[O:19])[C:17]=1[C:15]#[N:16])([C:4]([CH3:5])([CH3:6])[CH3:7])([CH3:3])[CH3:2]. The yield is 0.320.